Dataset: Catalyst prediction with 721,799 reactions and 888 catalyst types from USPTO. Task: Predict which catalyst facilitates the given reaction. (1) Reactant: Br[C:2]1[CH:3]=[C:4]([CH:17]=[C:18]([N:20]([CH3:25])[S:21]([CH3:24])(=[O:23])=[O:22])[CH:19]=1)[C:5]([NH:7][C@@H:8]([C:10]1[CH:15]=[CH:14][C:13]([F:16])=[CH:12][CH:11]=1)[CH3:9])=[O:6].[CH:26]([C:28]1[O:32][C:31](B(O)O)=[CH:30][CH:29]=1)=[O:27].C1C=C(S([O-])(=O)=O)C=C(P(C2C=CC=C(S([O-])(=O)=O)C=2)C2C=CC=C(S([O-])(=O)=O)C=2)C=1.[Na+].[Na+].[Na+].C(NC(C)C)(C)C. Product: [F:16][C:13]1[CH:14]=[CH:15][C:10]([C@H:8]([NH:7][C:5](=[O:6])[C:4]2[CH:17]=[C:18]([N:20]([CH3:25])[S:21]([CH3:24])(=[O:23])=[O:22])[CH:19]=[C:2]([C:31]3[O:32][C:28]([CH:26]=[O:27])=[CH:29][CH:30]=3)[CH:3]=2)[CH3:9])=[CH:11][CH:12]=1. The catalyst class is: 3. (2) Reactant: [CH3:1][N:2]1[C:7]2=[CH:8][S:9][C:10](C)=[C:6]2[C:5](=[O:12])[N:4]([CH3:13])[C:3]1=[O:14].[F:15][C:16]1[CH:21]=[CH:20][C:19]([C:22]2[N:23]=[C:24]([NH2:27])[S:25][CH:26]=2)=[CH:18][C:17]=1[O:28][C:29]([F:32])([F:31])[F:30].CCN=C=NC[CH2:39][CH2:40]N(C)C.Cl.C1C=CC2N([OH:54])N=NC=2C=1. Product: [CH3:1][N:2]1[C:10]2[S:9][CH:8]=[C:7]([CH2:39][C:40]([NH:27][C:24]3[S:25][CH:26]=[C:22]([C:19]4[CH:20]=[CH:21][C:16]([F:15])=[C:17]([O:28][C:29]([F:32])([F:30])[F:31])[CH:18]=4)[N:23]=3)=[O:54])[C:6]=2[C:5](=[O:12])[N:4]([CH3:13])[C:3]1=[O:14]. The catalyst class is: 864. (3) Reactant: [CH3:1][N:2]([CH:13]1[CH2:18][CH2:17][CH2:16][NH:15][CH2:14]1)[C:3](=[O:12])[O:4][CH2:5][C:6]1[CH:11]=[CH:10][CH:9]=[CH:8][CH:7]=1.Cl.Br[C:21]1[CH:26]=[CH:25][N:24]=[CH:23][CH:22]=1.CCN(C(C)C)C(C)C. Product: [CH3:1][N:2]([CH:13]1[CH2:18][CH2:17][CH2:16][N:15]([C:21]2[CH:26]=[CH:25][N:24]=[CH:23][CH:22]=2)[CH2:14]1)[C:3](=[O:12])[O:4][CH2:5][C:6]1[CH:11]=[CH:10][CH:9]=[CH:8][CH:7]=1. The catalyst class is: 51. (4) Reactant: Br[C:2]1[CH:11]=[C:10]2[C:5]([CH:6]=[CH:7][C:8]([O:12][CH2:13][CH2:14][N:15]3[CH2:19][CH2:18][CH2:17][CH2:16]3)=[CH:9]2)=[CH:4][CH:3]=1.B1(B2OC(C)(C)C(C)(C)O2)OC(C)(C)C(C)(C)O1.C(Cl)Cl.C([O-])(=O)C.[K+].CC1(C)C(C)(C)OB(C2C=C3C(C=CC(OCCN4CCCC4)=C3)=CC=2)O1.Br[C:74]1[C:82]2[C:77](=[CH:78][CH:79]=[C:80]([C:83]#[N:84])[CH:81]=2)[N:76]([CH:85]2[CH2:90][CH2:89][CH2:88][CH2:87][O:86]2)[N:75]=1.P([O-])([O-])([O-])=O.[K+].[K+].[K+]. Product: [N:15]1([CH2:14][CH2:13][O:12][C:8]2[CH:9]=[C:10]3[C:5]([CH:4]=[CH:3][C:2]([C:74]4[C:82]5[C:77](=[CH:78][CH:79]=[C:80]([C:83]#[N:84])[CH:81]=5)[N:76]([CH:85]5[CH2:90][CH2:89][CH2:88][CH2:87][O:86]5)[N:75]=4)=[CH:11]3)=[CH:6][CH:7]=2)[CH2:19][CH2:18][CH2:17][CH2:16]1. The catalyst class is: 151. (5) The catalyst class is: 6. Product: [Cl:1][C:2]1[CH:3]=[CH:4][C:5]2[N:11]([CH2:12][C:13]([CH3:17])([CH3:16])[CH2:14][OH:15])[C:10](=[O:18])[C@@H:9]([CH2:19][C:20]([NH:22][CH2:23][C:24]3[CH:33]=[CH:32][C:27]([C:28]([OH:30])=[O:29])=[CH:26][CH:25]=3)=[O:21])[O:8][C@H:7]([C:34]3[CH:39]=[CH:38][CH:37]=[C:36]([O:40][CH3:41])[C:35]=3[O:42][CH3:43])[C:6]=2[CH:44]=1. Reactant: [Cl:1][C:2]1[CH:3]=[CH:4][C:5]2[N:11]([CH2:12][C:13]([CH3:17])([CH3:16])[CH2:14][OH:15])[C:10](=[O:18])[C@@H:9]([CH2:19][C:20]([NH:22][CH2:23][C:24]3[CH:33]=[CH:32][C:27]([C:28]([O:30]C)=[O:29])=[CH:26][CH:25]=3)=[O:21])[O:8][C@H:7]([C:34]3[CH:39]=[CH:38][CH:37]=[C:36]([O:40][CH3:41])[C:35]=3[O:42][CH3:43])[C:6]=2[CH:44]=1.[OH-].[Na+].C(O)C. (6) Reactant: [Cl:1][C:2]1[CH:3]=[C:4]([N:8]2[N:12]=[N:11][C:10]([CH:13]=[O:14])=[N:9]2)[CH:5]=[CH:6][CH:7]=1.[CH3:15][Mg]Br.C(OCCCC)CCC. Product: [Cl:1][C:2]1[CH:3]=[C:4]([N:8]2[N:12]=[N:11][C:10]([CH:13]([OH:14])[CH3:15])=[N:9]2)[CH:5]=[CH:6][CH:7]=1. The catalyst class is: 1.